Dataset: Full USPTO retrosynthesis dataset with 1.9M reactions from patents (1976-2016). Task: Predict the reactants needed to synthesize the given product. (1) Given the product [CH3:1][N:2]1[C:14]2[CH2:13][CH2:12][CH:11]([CH2:23][N:18]3[CH:19]=[CH:20][N:21]=[C:17]3[CH3:16])[C:10](=[O:15])[C:9]=2[C:8]2[C:3]1=[CH:4][CH:5]=[CH:6][CH:7]=2, predict the reactants needed to synthesize it. The reactants are: [CH3:1][N:2]1[C:14]2[CH2:13][CH2:12][CH2:11][C:10](=[O:15])[C:9]=2[C:8]2[C:3]1=[CH:4][CH:5]=[CH:6][CH:7]=2.[CH3:16][C:17]1[NH:18][CH:19]=[CH:20][N:21]=1.N1(CN2CCCCC2)CCCC[CH2:23]1.[Cl-].[Al+3].[Cl-].[Cl-].[OH-].[Na+]. (2) Given the product [CH:1]1([N:4]2[C:8]3[C:9]([O:23][C@@H:24]([C@H:26]4[CH2:30][NH:29][C:28](=[O:31])[CH2:27]4)[CH3:25])=[CH:10][C:11]([C:13]4[CH:14]=[CH:15][C:16]5[O:17][CH2:18][CH2:19][NH:20][C:21]=5[CH:33]=4)=[CH:12][C:7]=3[N:6]=[CH:5]2)[CH2:2][CH2:3]1, predict the reactants needed to synthesize it. The reactants are: [CH:1]1([N:4]2[C:8]3[C:9]([O:23][C@@H:24]([C@H:26]4[CH2:30][NH:29][C:28](=[O:31])[CH2:27]4)[CH3:25])=[CH:10][C:11]([C:13]4[CH:14]=[CH:15][C:16]5[O:17][CH2:18][CH2:19][NH:20][C:21]=5N=4)=[CH:12][C:7]=3[N:6]=[CH:5]2)[CH2:3][CH2:2]1.Br[C:33]1C=CC2OCCNC=2C=1.